Binary Classification. Given a miRNA mature sequence and a target amino acid sequence, predict their likelihood of interaction. From a dataset of Experimentally validated miRNA-target interactions with 360,000+ pairs, plus equal number of negative samples. (1) The miRNA is hsa-miR-362-3p with sequence AACACACCUAUUCAAGGAUUCA. The protein sequence of the target gene is MRARRGLLRLPRRSLLAALFFFSLSSSLLYFVYVAPGIVNTYLFMMQAQGILIRDNVRTIGAQVYEQVLRSAYAKRNSSVNDSDYPLDLNHSETFLQTTTFLPEDFTYFANHTCPERLPSMKGPIDINMSEIGMDYIHELFSKDPTIKLGGHWKPSDCMPRWKVAILIPFRNRHEHLPVLFRHLLPMLQRQRLQFAFYVVEQVGTQPFNRAMLFNVGFQEAMKDLDWDCLIFHDVDHIPESDRNYYGCGQMPRHFATKLDKYMYLLPYTEFFGGVSGLTVEQFRKINGFPNAFWGWGGED.... Result: 1 (interaction). (2) The miRNA is hsa-miR-1225-3p with sequence UGAGCCCCUGUGCCGCCCCCAG. The protein sequence of the target gene is MDPNCSCSPVGSCACAGSCKCKECKCTSCKKSCCSCCPVGCAKCAQGCICKGTSDKCSCCA. Result: 1 (interaction). (3) The miRNA is hsa-miR-135a-3p with sequence UAUAGGGAUUGGAGCCGUGGCG. The protein sequence of the target gene is MAAGLRKRGRSGSAAQAEGLCKQWLQRAWQERRLLLREPRYTLLVAACLCLAEVGITFWVIHRVAYTEIDWKAYMAEVEGVINGTYDYTQLQGDTGPLVYPAGFVYIFMGLYYATSRGTDIRMAQNIFAVLYLATLLLVFLIYHQTCKVPPFVFFFMCCASYRVHSIFVLRLFNDPVAMVLLFLSINLLLAQRWGWGCCFFSLAVSVKMNVLLFAPGLLFLLLTQFGFRGALPKLGICAGLQVVLGLPFLLENPSGYLSRSFDLGRQFLFHWTVNWRFLPEALFLHRAFHLALLTAHLTL.... Result: 0 (no interaction). (4) The miRNA is hsa-miR-302b-3p with sequence UAAGUGCUUCCAUGUUUUAGUAG. The protein sequence of the target gene is MTKNEKKSLNQSLAEWKLFIYNPTTGEFLGRTAKSWGLILLFYLVFYGFLAALFSFTMWVMLQTLNDEVPKYRDQIPSPGLMVFPKPVTALEYTFSRSDPTSYAGYIEDLKKFLKPYTLEEQKNLTVCPDGALFEQKGPVYVACQFPISLLQACSGMNDPDFGYSQGNPCILVKMNRIIGLKPEGVPRIDCVSKNEDIPNVAVYPHNGMIDLKYFPYYGKKLHVGYLQPLVAVQVSFAPNNTGKEVTVECKIDGSANLKSQDDRDKFLGRVMFKITARA. Result: 1 (interaction). (5) The miRNA is hsa-miR-4768-3p with sequence CCAGGAGAUCCAGAGAGAAU. The protein sequence of the target gene is MASAGNAAEPQDRGGGGSGCIGAPGRPAGGGRRRRTGGLRRAAAPDRDYLHRPSYCDAAFALEQISKGKATGRKAPLWLRAKFQRLLFKLGCYIQKNCGKFLVVGLLIFGAFAVGLKAANLETNVEELWVEVGGRVSRELNYTRQKIGEEAMFNPQLMIQTPKEEGANVLTTEALLQHLDSALQASRVHVYMYNRQWKLEHLCYKSGELITETGYMDQIIEYLYPCLIITPLDCFWEGAKLQSGTAYLLGKPPLRWTNFDPLEFLEELKKINYQVDSWEEMLNKAEVGHGYMDRPCLNPA.... Result: 0 (no interaction). (6) The miRNA is hsa-miR-4328 with sequence CCAGUUUUCCCAGGAUU. The protein sequence of the target gene is MRFQGVGLCLGLLFITVNADFMDDGVEVEDFSENSDESNIKDEPSSGTFKYKTPQPIGEVYFTETFDSGNLAGWVLSKAKKDDMDSEIAIYDGRWEIEELKENQVPGDRGLVLKSKAKHHAIAAVLEKPFIFADKPLIVQYEVNFQDGIDCGGAYIKLLADTGDLILENFYDKTSYTIMFGPDKCGEDYKLHLIFRHKHPKTGVFEEKHAKPPDVDLKEFFTDRKTHLYTLVMNPDDTFEVLIDQKVVNQGTLLDDVVPPINPPREIDDPSDKKPEEWDDRAKIPDPTAVRPEDWDENEP.... Result: 0 (no interaction). (7) The miRNA is mmu-miR-679-3p with sequence AGCAAGGUCCUCCUCACAGUAG. The protein sequence of the target gene is MSPPAGGAAVAADPASPVVLLAVHAAVRPLGAGQDAEAQPRKLQLIADPERPGRFRLGLLGTEPGAVSLEWPLEAICYTVRGPNQHELQPPPGGPGTFSVHFLDPEEAQQWAALVRDATAEGQNGSGSPAPAPAPAMCPISPPCSSMAQIPKATQPEVDLPQSSGNFKKEELATRLSQAIAGGDEKAAAQVAAVLAQHHVALNVQLMEAWFPPGPIRLQVTVEDATSVLSSSSSAHVSLKIHPHCSIAALQDQVFSEFGFPPAVQRWVIGRCLCMPERSLASYGVSQDGDPAFLYLLSAP.... Result: 0 (no interaction). (8) The miRNA is mmu-miR-1192 with sequence AAACAAACAAACAGACCAAAUU. The protein sequence of the target gene is MVAGMLMPLDRLRAIYEVLFREGVMVAKKDRRPRSLHPHVPGVTNLQVMRAMASLKARGLVRETFAWCHFYWYLTNEGIDHLRQYLHLPPEIVPASLQRVRRPVAMVIPARRRSPHVQTMQGPLGCPPKRGPLPAEDPAREERQVYRRKEREEGAPETPVVSATTVGTLARPGPEPAPATDERDRVQKKTFTKWVNKHLIKHWRAEAQRHISDLYEDLRDGHNLISLLEVLSGDSLPREKGRMRFHKLQNVQIALDYLRHRQVKLVNIRNDDIADGNPKLTLGLIWTIILHFQISDIQVS.... Result: 0 (no interaction). (9) The miRNA is hsa-miR-4666a-5p with sequence AUACAUGUCAGAUUGUAUGCC. The protein sequence of the target gene is MAEKFDHLEEHLEKFVENIRQLGIIVSDFQPSSQAGLNQKLNFIVTGLQDIDKCRQQLHDITVPLEVFEYIDQGRNPQLYTKECLERALAKNEQVKGKIDTMKKFKSLLIQELSKVFPEDMAKYRSIRGEDHPPS. Result: 0 (no interaction).